The task is: Predict the reactants needed to synthesize the given product.. This data is from Retrosynthesis with 50K atom-mapped reactions and 10 reaction types from USPTO. (1) Given the product COCCNS(=O)(=O)c1ccc(NC(=O)c2cc(N(C)C3CCCCC3)ncn2)cc1, predict the reactants needed to synthesize it. The reactants are: CN(c1cc(C(=O)O)ncn1)C1CCCCC1.COCCNS(=O)(=O)c1ccc(N)cc1. (2) Given the product C=CCN(CC=C)C(=O)n1cnc(SCC(C)C)n1, predict the reactants needed to synthesize it. The reactants are: C=CCN(CC=C)C(=O)Cl.CC(C)CSc1nc[nH]n1. (3) Given the product CC(C)CC(Oc1ccccc1)c1ccc(Br)cc1, predict the reactants needed to synthesize it. The reactants are: CC(C)CC(O)c1ccc(Br)cc1.Oc1ccccc1.